From a dataset of Full USPTO retrosynthesis dataset with 1.9M reactions from patents (1976-2016). Predict the reactants needed to synthesize the given product. (1) Given the product [CH2:25]([O:24][C:2]1[N:6]([C:7]2[CH:8]=[C:9]([CH:13]=[CH:14][CH:15]=2)[C:10]([OH:12])=[O:11])[C:5]2[CH:16]=[CH:17][C:18]([C:20]([F:23])([F:22])[F:21])=[CH:19][C:4]=2[N:3]=1)[CH3:26], predict the reactants needed to synthesize it. The reactants are: Cl[C:2]1[N:6]([C:7]2[CH:8]=[C:9]([CH:13]=[CH:14][CH:15]=2)[C:10]([OH:12])=[O:11])[C:5]2[CH:16]=[CH:17][C:18]([C:20]([F:23])([F:22])[F:21])=[CH:19][C:4]=2[N:3]=1.[O-:24][CH2:25][CH3:26].[Na+].Cl.C(OCC)(=O)C. (2) Given the product [Cl:1][C:2]1[CH:8]=[CH:7][C:5]([NH:6][C:10]2[CH2:15][CH2:14][CH2:13][C:12](=[O:16])[CH:11]=2)=[C:4]([I:9])[CH:3]=1, predict the reactants needed to synthesize it. The reactants are: [Cl:1][C:2]1[CH:8]=[CH:7][C:5]([NH2:6])=[C:4]([I:9])[CH:3]=1.[C:10]1(=O)[CH2:15][CH2:14][CH2:13][C:12](=[O:16])[CH2:11]1.O.C1(C)C=CC(S(O)(=O)=O)=CC=1.CCOC(C)=O. (3) Given the product [NH2:15][CH2:14][CH2:13][CH2:12][NH:16][C:7]([C:3]1[C:2]([C:10]([OH:9])=[O:11])=[N:1][CH:6]=[CH:5][N:4]=1)=[O:8], predict the reactants needed to synthesize it. The reactants are: [N:1]1[CH:6]=[CH:5][N:4]=[C:3]2[C:7]([O:9][C:10](=[O:11])[C:2]=12)=[O:8].[CH2:12]([NH2:16])[CH2:13][CH2:14][NH2:15]. (4) Given the product [Br:1][C:2]1[CH:7]=[CH:6][N:5]2[CH:10]=[C:11]([C:13]3[CH:22]=[CH:21][C:16]4[O:17][CH2:18][CH2:19][O:20][C:15]=4[CH:14]=3)[N:8]=[C:4]2[CH:3]=1, predict the reactants needed to synthesize it. The reactants are: [Br:1][C:2]1[CH:7]=[CH:6][N:5]=[C:4]([NH2:8])[CH:3]=1.Br[CH2:10][C:11]([C:13]1[CH:22]=[CH:21][C:16]2[O:17][CH2:18][CH2:19][O:20][C:15]=2[CH:14]=1)=O. (5) Given the product [Cl:1][C:2]1[CH:3]=[C:4]2[C:9](=[CH:10][C:11]=1[O:12][C:13]1[CH:14]=[CH:15][C:16]([C:17](=[O:19])[NH:53][CH2:52][CH2:51][C:44]3[CH:45]=[CH:46][C:47]([O:49][CH3:50])=[CH:48][C:43]=3[O:42][CH3:41])=[CH:20][CH:21]=1)[O:8][CH2:7][CH2:6][CH:5]2[C:22]([O:24][CH2:25][CH3:26])=[O:23], predict the reactants needed to synthesize it. The reactants are: [Cl:1][C:2]1[CH:3]=[C:4]2[C:9](=[CH:10][C:11]=1[O:12][C:13]1[CH:21]=[CH:20][C:16]([C:17]([OH:19])=O)=[CH:15][CH:14]=1)[O:8][CH2:7][CH2:6][CH:5]2[C:22]([O:24][CH2:25][CH3:26])=[O:23].C(N(C(C)C)C(C)C)C.S(O)(O)(=O)=O.[CH3:41][O:42][C:43]1[CH:48]=[C:47]([O:49][CH3:50])[CH:46]=[CH:45][C:44]=1[CH2:51][CH2:52][NH2:53].COC1C=C(OC)C=CC=1CCN.Cl.C(N=C=NCCCN(C)C)C.N1C2C(=NC=CC=2)N(O)N=1. (6) The reactants are: Cl.[CH3:2][C:3]1[S:12][C:11]2[NH:10][C:9]3[CH:13]=[CH:14][CH:15]=[CH:16][C:8]=3[N:7]=[C:6]([NH2:17])[C:5]=2[CH:4]=1.[F:18][C:19]([F:35])([F:34])[C:20]1[CH:21]=[C:22]([CH2:26][CH2:27][C@H:28]2[CH2:33]N[CH2:31][CH2:30][NH:29]2)[CH:23]=[CH:24][CH:25]=1.C(N(CC)C(C)C)(C)C.CS(C)=O. Given the product [F:18][C:19]([F:34])([F:35])[C:20]1[CH:21]=[C:22]([CH2:26][CH2:27][C@@H:28]2[NH:29][CH2:30][CH2:31][N:17]([C:6]3[C:5]4[CH:4]=[C:3]([CH3:2])[S:12][C:11]=4[NH:10][C:9]4[CH:13]=[CH:14][CH:15]=[CH:16][C:8]=4[N:7]=3)[CH2:33]2)[CH:23]=[CH:24][CH:25]=1, predict the reactants needed to synthesize it.